Predict which catalyst facilitates the given reaction. From a dataset of Catalyst prediction with 721,799 reactions and 888 catalyst types from USPTO. Reactant: [C:1]([C:3]1[CH:8]=[CH:7][C:6]([CH:9]2[C:14]([C:15]([NH2:17])=O)=[C:13]([CH3:18])[N:12]([C:19]3[CH:24]=[CH:23][CH:22]=[C:21]([C:25]([F:28])([F:27])[F:26])[CH:20]=3)[C:11](=[O:29])[NH:10]2)=[C:5]([S:30]([C:33]2[CH:38]=[CH:37][CH:36]=[CH:35][CH:34]=2)(=[O:32])=[O:31])[CH:4]=1)#[N:2].[OH-].COC(NS([N+](CC)(CC)CC)(=O)=O)=O. Product: [C:1]([C:3]1[CH:8]=[CH:7][C:6]([CH:9]2[C:14]([C:15]#[N:17])=[C:13]([CH3:18])[N:12]([C:19]3[CH:24]=[CH:23][CH:22]=[C:21]([C:25]([F:26])([F:28])[F:27])[CH:20]=3)[C:11](=[O:29])[NH:10]2)=[C:5]([S:30]([C:33]2[CH:38]=[CH:37][CH:36]=[CH:35][CH:34]=2)(=[O:31])=[O:32])[CH:4]=1)#[N:2]. The catalyst class is: 1.